This data is from Full USPTO retrosynthesis dataset with 1.9M reactions from patents (1976-2016). The task is: Predict the reactants needed to synthesize the given product. (1) Given the product [Cl:1][C:2]1[CH:3]=[CH:4][C:5]([C:31]#[N:32])=[C:6]([C:8]2[C:13]([O:14][CH3:15])=[CH:12][N:11]([CH:16]([CH2:24][CH:25]3[CH2:27][C:26]3([F:29])[F:28])[C:17]([O:19][C:20]([CH3:21])([CH3:22])[CH3:23])=[O:18])[C:10](=[O:30])[CH:9]=2)[CH:7]=1, predict the reactants needed to synthesize it. The reactants are: [Cl:1][C:2]1[CH:3]=[CH:4][C:5]([C:31]#[N:32])=[C:6]([C:8]2[C:13]([O:14][CH3:15])=[CH:12][N:11]([C:16](=[CH:24][CH:25]3[CH2:27][C:26]3([F:29])[F:28])[C:17]([O:19][C:20]([CH3:23])([CH3:22])[CH3:21])=[O:18])[C:10](=[O:30])[CH:9]=2)[CH:7]=1. (2) Given the product [F:17][C:16]([F:19])([F:18])[S:13]([O:4][CH2:3][CH2:2][F:1])(=[O:14])=[O:12], predict the reactants needed to synthesize it. The reactants are: [F:1][CH2:2][CH2:3][OH:4].C(N(CC)CC)C.[O:12](S(C(F)(F)F)(=O)=O)[S:13]([C:16]([F:19])([F:18])[F:17])(=O)=[O:14].O.